From a dataset of Catalyst prediction with 721,799 reactions and 888 catalyst types from USPTO. Predict which catalyst facilitates the given reaction. (1) Reactant: [Cl:1][C:2]1[CH:33]=[CH:32][CH:31]=[C:30]([Cl:34])[C:3]=1[C:4]([NH:6][CH:7]([CH2:11][C:12]1[CH:13]=[C:14]2[C:19](=[CH:20][CH:21]=1)[N:18]=[C:17]([C:22]1[C:27]([Cl:28])=[CH:26][CH:25]=[CH:24][C:23]=1[Cl:29])[CH:16]=[CH:15]2)[C:8]([OH:10])=[O:9])=[O:5].C(N(CC)CC)C.[C:42]([O:48][CH2:49]Cl)(=[O:47])[C:43]([CH3:46])([CH3:45])[CH3:44]. Product: [C:42]([O:48][CH2:49][O:9][C:8](=[O:10])[CH:7]([NH:6][C:4](=[O:5])[C:3]1[C:30]([Cl:34])=[CH:31][CH:32]=[CH:33][C:2]=1[Cl:1])[CH2:11][C:12]1[CH:13]=[C:14]2[C:19](=[CH:20][CH:21]=1)[N:18]=[C:17]([C:22]1[C:27]([Cl:28])=[CH:26][CH:25]=[CH:24][C:23]=1[Cl:29])[CH:16]=[CH:15]2)(=[O:47])[C:43]([CH3:46])([CH3:45])[CH3:44]. The catalyst class is: 25. (2) Reactant: [NH2:1][C:2]1[CH:3]=[C:4]([CH:8]=[CH:9][C:10]=1[OH:11])[C:5]([OH:7])=[O:6].C(=O)(O)[O-].[Na+].Br[CH2:18][C:19](Br)=[O:20]. Product: [O:20]=[C:19]1[NH:1][C:2]2[CH:3]=[C:4]([C:5]([OH:7])=[O:6])[CH:8]=[CH:9][C:10]=2[O:11][CH2:18]1. The catalyst class is: 22. (3) Reactant: [CH3:1][O:2][C:3]([C:5]1[N:9]([C:10]([O:12][C:13]([CH3:16])([CH3:15])[CH3:14])=[O:11])[C:8]2[CH:17]=[CH:18][O:19][C:7]=2[CH:6]=1)=[O:4].CCCC[N+](CCCC)(CCCC)CCCC.[F-].C1COCC1.C1C(=O)N([Br:50])C(=O)C1. Product: [CH3:1][O:2][C:3]([C:5]1[N:9]([C:10]([O:12][C:13]([CH3:16])([CH3:14])[CH3:15])=[O:11])[C:8]2[CH:17]=[C:18]([Br:50])[O:19][C:7]=2[CH:6]=1)=[O:4]. The catalyst class is: 2.